From a dataset of Reaction yield outcomes from USPTO patents with 853,638 reactions. Predict the reaction yield, written as a fraction of the theoretical maximum amount of product (1.0 means a 100% yield; for example, 0.34 means a 34% yield). (1) The reactants are [CH3:1][N:2]([CH3:45])[C:3]([C:5]1[CH:10]=[CH:9][C:8]([NH:11][C:12](=[O:44])[NH:13][C:14]2[CH:19]=[CH:18][C:17]([C:20]3[N:29]=[C:28]([N:30]4[CH2:35][CH2:34][O:33][CH2:32][CH2:31]4)[C:27]4[C:22](=[CH:23][C:24]([C:36]5[O:40][C:39]([C:41](O)=[O:42])=[CH:38][CH:37]=5)=[CH:25][CH:26]=4)[N:21]=3)=[CH:16][CH:15]=2)=[CH:7][CH:6]=1)=[O:4].[CH3:46][N:47]1[CH2:52][CH2:51][NH:50][CH2:49][CH2:48]1.CN(C(ON1N=NC2C=CC=NC1=2)=[N+](C)C)C.F[P-](F)(F)(F)(F)F. The catalyst is CN(C=O)C. The product is [CH3:1][N:2]([CH3:45])[C:3](=[O:4])[C:5]1[CH:6]=[CH:7][C:8]([NH:11][C:12]([NH:13][C:14]2[CH:19]=[CH:18][C:17]([C:20]3[N:29]=[C:28]([N:30]4[CH2:31][CH2:32][O:33][CH2:34][CH2:35]4)[C:27]4[C:22](=[CH:23][C:24]([C:36]5[O:40][C:39]([C:41]([N:50]6[CH2:51][CH2:52][N:47]([CH3:46])[CH2:48][CH2:49]6)=[O:42])=[CH:38][CH:37]=5)=[CH:25][CH:26]=4)[N:21]=3)=[CH:16][CH:15]=2)=[O:44])=[CH:9][CH:10]=1. The yield is 0.0900. (2) The reactants are C(O[C:4](=[O:29])[CH2:5][O:6][C:7]1[CH:8]=[C:9]2[C:13](=[CH:14][CH:15]=1)[N:12]([CH:16]1[CH2:21][CH2:20][N:19]([C:22]([O:24][C:25]([CH3:28])([CH3:27])[CH3:26])=[O:23])[CH2:18][CH2:17]1)[N:11]=[CH:10]2)C.[NH2:30][CH2:31][CH:32]([OH:44])[CH2:33][N:34]1[CH2:43][CH2:42][C:41]2[C:36](=[CH:37][CH:38]=[CH:39][CH:40]=2)[CH2:35]1. The catalyst is CCO. The product is [CH2:35]1[C:36]2[C:41](=[CH:40][CH:39]=[CH:38][CH:37]=2)[CH2:42][CH2:43][N:34]1[CH2:33][CH:32]([OH:44])[CH2:31][NH:30][C:4](=[O:29])[CH2:5][O:6][C:7]1[CH:8]=[C:9]2[C:13](=[CH:14][CH:15]=1)[N:12]([CH:16]1[CH2:17][CH2:18][N:19]([C:22]([O:24][C:25]([CH3:28])([CH3:27])[CH3:26])=[O:23])[CH2:20][CH2:21]1)[N:11]=[CH:10]2. The yield is 0.500. (3) The reactants are Br[C:2]1[CH:7]=[CH:6][C:5]([CH2:8][C:9]#[N:10])=[C:4]([F:11])[CH:3]=1.[B:12]1([B:12]2[O:16][C:15]([CH3:18])([CH3:17])[C:14]([CH3:20])([CH3:19])[O:13]2)[O:16][C:15]([CH3:18])([CH3:17])[C:14]([CH3:20])([CH3:19])[O:13]1. No catalyst specified. The product is [F:11][C:4]1[CH:3]=[C:2]([B:12]2[O:16][C:15]([CH3:18])([CH3:17])[C:14]([CH3:20])([CH3:19])[O:13]2)[CH:7]=[CH:6][C:5]=1[CH2:8][C:9]#[N:10]. The yield is 0.570. (4) The reactants are [CH2:1]([O:8][C:9]1[CH:10]=[C:11]2[C:15](=[CH:16][CH:17]=1)[CH2:14][CH:13]([CH:18]([O:24][Si:25]([C:28]([CH3:31])([CH3:30])[CH3:29])([CH3:27])[CH3:26])[C:19]1[O:20][CH:21]=[CH:22][N:23]=1)[CH2:12]2)[C:2]1[CH:7]=[CH:6][CH:5]=[CH:4][CH:3]=1.[Li]CCCC.[Sn:37](Cl)([CH2:46][CH2:47][CH2:48][CH3:49])([CH2:42][CH2:43][CH2:44][CH3:45])[CH2:38][CH2:39][CH2:40][CH3:41]. The catalyst is C1COCC1.CCOC(C)=O. The product is [CH2:1]([O:8][C:9]1[CH:10]=[C:11]2[C:15](=[CH:16][CH:17]=1)[CH2:14][CH:13]([CH:18]([O:24][Si:25]([C:28]([CH3:31])([CH3:30])[CH3:29])([CH3:26])[CH3:27])[C:19]1[O:20][C:21]([Sn:37]([CH2:42][CH2:43][CH2:44][CH3:45])([CH2:46][CH2:47][CH2:48][CH3:49])[CH2:38][CH2:39][CH2:40][CH3:41])=[CH:22][N:23]=1)[CH2:12]2)[C:2]1[CH:7]=[CH:6][CH:5]=[CH:4][CH:3]=1. The yield is 0.720. (5) The reactants are [C:1]([C:5]1[CH:9]=[C:8]([NH:10][C:11]([NH:13][C:14]2[CH:19]=[CH:18][C:17]([Cl:20])=[CH:16][CH:15]=2)=[O:12])[N:7]([C:21]2[CH:26]=[CH:25][CH:24]=[C:23]([CH:27]=[O:28])[CH:22]=2)[N:6]=1)([CH3:4])([CH3:3])[CH3:2].[F:29][C:30]([Si](C)(C)C)([F:32])[F:31].CCCC[N+](CCCC)(CCCC)CCCC.[F-].Cl. The catalyst is C1COCC1. The product is [C:1]([C:5]1[CH:9]=[C:8]([NH:10][C:11]([NH:13][C:14]2[CH:19]=[CH:18][C:17]([Cl:20])=[CH:16][CH:15]=2)=[O:12])[N:7]([C:21]2[CH:26]=[CH:25][CH:24]=[C:23]([CH:27]([OH:28])[C:30]([F:32])([F:31])[F:29])[CH:22]=2)[N:6]=1)([CH3:4])([CH3:2])[CH3:3]. The yield is 0.130. (6) The reactants are [CH3:1][C:2]1[CH:7]=[CH:6][C:5]([O:8][C:9]2[CH:14]=[CH:13][C:12]([N+:15]([O-])=O)=[CH:11][C:10]=2[CH3:18])=[CH:4][N:3]=1. The catalyst is [Pd].C(OCC)(=O)C.C(O)C. The product is [CH3:18][C:10]1[CH:11]=[C:12]([CH:13]=[CH:14][C:9]=1[O:8][C:5]1[CH:4]=[N:3][C:2]([CH3:1])=[CH:7][CH:6]=1)[NH2:15]. The yield is 0.980.